Predict the reaction yield, written as a fraction of the theoretical maximum amount of product (1.0 means a 100% yield; for example, 0.34 means a 34% yield). From a dataset of Reaction yield outcomes from USPTO patents with 853,638 reactions. (1) The product is [C:1]([C:3]1[C:4]2[N:5]([C:21]([CH:31]=[O:32])=[N:22][N:23]=2)[CH:6]=[CH:7][C:8]=1[N:9]1[CH2:14][CH2:13][CH:12]([C:15]2[CH:16]=[CH:17][CH:18]=[CH:19][CH:20]=2)[CH2:11][CH2:10]1)#[N:2]. The yield is 0.260. The reactants are [C:1]([C:3]1[C:4]2[N:5]([CH:21]=[N:22][N:23]=2)[CH:6]=[CH:7][C:8]=1[N:9]1[CH2:14][CH2:13][CH:12]([C:15]2[CH:20]=[CH:19][CH:18]=[CH:17][CH:16]=2)[CH2:11][CH2:10]1)#[N:2].O(Cl)Cl.[P+5].CN([CH:31]=[O:32])C. No catalyst specified. (2) The reactants are [CH3:1][O:2][C:3]1[CH:8]=[CH:7][C:6]([C:9]([CH3:13])([CH3:12])[CH2:10][NH2:11])=[CH:5][CH:4]=1.C(=O)(O)[O-].[Na+].Cl[C:20]1[CH:25]=[C:24]([C:26]2[CH:31]=[CH:30][CH:29]=[C:28]([O:32][CH3:33])[CH:27]=2)[N:23]=[C:22]([O:34][CH3:35])[N:21]=1. The catalyst is CN1CCCC1.O. The product is [CH3:35][O:34][C:22]1[N:21]=[C:20]([NH:11][CH2:10][C:9]([C:6]2[CH:7]=[CH:8][C:3]([O:2][CH3:1])=[CH:4][CH:5]=2)([CH3:13])[CH3:12])[CH:25]=[C:24]([C:26]2[CH:31]=[CH:30][CH:29]=[C:28]([O:32][CH3:33])[CH:27]=2)[N:23]=1. The yield is 0.690.